Dataset: Forward reaction prediction with 1.9M reactions from USPTO patents (1976-2016). Task: Predict the product of the given reaction. (1) Given the reactants [CH3:1][NH:2][C:3]([N:5]1[C:13]2[C:8](=[CH:9][C:10]([O:14][C:15]3[CH:20]=[CH:19][N:18]=[C:17]4[CH:21]=[C:22]([C:24]([N:26]5[CH2:30][CH:29]([O:31][CH3:32])[CH2:28][CH:27]5[C:33](C)(C)[O:34][SiH2]C(C)(C)C)=[O:25])[S:23][C:16]=34)=[CH:11][CH:12]=2)[CH:7]=[C:6]1[CH3:42])=[O:4].C(O)(C(F)(F)F)=O, predict the reaction product. The product is: [CH3:1][NH:2][C:3]([N:5]1[C:13]2[C:8](=[CH:9][C:10]([O:14][C:15]3[CH:20]=[CH:19][N:18]=[C:17]4[CH:21]=[C:22]([C:24]([N:26]5[CH2:30][CH:29]([O:31][CH3:32])[CH2:28][CH:27]5[CH2:33][OH:34])=[O:25])[S:23][C:16]=34)=[CH:11][CH:12]=2)[CH:7]=[C:6]1[CH3:42])=[O:4]. (2) Given the reactants Br[C:2]1[CH:11]=[CH:10][C:5]([C:6]([O:8][CH3:9])=[O:7])=[C:4]([CH3:12])[CH:3]=1.[N+:13]([C:16]1[CH:21]=[CH:20][C:19](B(O)O)=[CH:18][CH:17]=1)([O-:15])=[O:14].C([O-])([O-])=O.[Na+].[Na+].ClCCl, predict the reaction product. The product is: [CH3:12][C:4]1[CH:3]=[C:2]([C:19]2[CH:20]=[CH:21][C:16]([N+:13]([O-:15])=[O:14])=[CH:17][CH:18]=2)[CH:11]=[CH:10][C:5]=1[C:6]([O:8][CH3:9])=[O:7].